From a dataset of Catalyst prediction with 721,799 reactions and 888 catalyst types from USPTO. Predict which catalyst facilitates the given reaction. (1) Reactant: [Br-].[CH3:2][O:3][C:4]([C:6]1[CH:11]=[CH:10][C:9]([CH2:12]P(C2C=CC=CC=2)(C2C=CC=CC=2)C2C=CC=CC=2)=[CH:8][CH:7]=1)=[O:5].CC(C)([O-])C.[K+].[N+:38]([C:41]1[CH:48]=[CH:47][C:46]([Cl:49])=[CH:45][C:42]=1[CH:43]=O)([O-:40])=[O:39].Cl. Product: [N+:38]([C:41]1[CH:48]=[CH:47][C:46]([Cl:49])=[CH:45][C:42]=1[CH:43]=[CH:12][C:9]1[CH:8]=[CH:7][C:6]([C:4]([O:3][CH3:2])=[O:5])=[CH:11][CH:10]=1)([O-:40])=[O:39]. The catalyst class is: 1. (2) Reactant: [H-].[Na+].[CH3:3][CH:4]([OH:11])[C:5]1[CH:10]=[CH:9][CH:8]=[CH:7][CH:6]=1.[F:12][C:13]1[CH:20]=[CH:19][CH:18]=[C:17](F)[C:14]=1[C:15]#[N:16].C(#N)C1C=CC=CC=1. Product: [F:12][C:13]1[CH:20]=[CH:19][CH:18]=[C:17]([O:11][CH:4]([C:5]2[CH:10]=[CH:9][CH:8]=[CH:7][CH:6]=2)[CH3:3])[C:14]=1[C:15]#[N:16]. The catalyst class is: 18. (3) Reactant: [Br:1][C:2]1[C:3]([F:19])=[CH:4][C:5]2[O:14][CH2:13][CH2:12][N:11]3[C:7](=[N:8][C:9]([C:15]([NH2:17])=[O:16])=[CH:10]3)[C:6]=2[CH:18]=1.C1C(=O)N([I:27])C(=O)C1. The catalyst class is: 16. Product: [Br:1][C:2]1[C:3]([F:19])=[CH:4][C:5]2[O:14][CH2:13][CH2:12][N:11]3[C:7](=[N:8][C:9]([C:15]([NH2:17])=[O:16])=[C:10]3[I:27])[C:6]=2[CH:18]=1. (4) Reactant: C[O:2][C:3]([CH:5]1[CH2:10][N:9]([S:11]([C:14]2[S:18][C:17]3[CH:19]=[C:20]([Cl:23])[CH:21]=[CH:22][C:16]=3[CH:15]=2)(=[O:13])=[O:12])[CH2:8][C:7](=[O:24])[N:6]1[CH2:25][C:26]1[CH:35]=[C:34]2[C:29]([C:30]([NH2:36])=[N:31][CH:32]=[N:33]2)=[CH:28][CH:27]=1)=[O:4].C1COCC1.CO. Product: [NH2:36][C:30]1[C:29]2[C:34](=[CH:35][C:26]([CH2:25][N:6]3[C:7](=[O:24])[CH2:8][N:9]([S:11]([C:14]4[S:18][C:17]5[CH:19]=[C:20]([Cl:23])[CH:21]=[CH:22][C:16]=5[CH:15]=4)(=[O:12])=[O:13])[CH2:10][CH:5]3[C:3]([OH:4])=[O:2])=[CH:27][CH:28]=2)[N:33]=[CH:32][N:31]=1. The catalyst class is: 6.